This data is from Experimentally validated miRNA-target interactions with 360,000+ pairs, plus equal number of negative samples. The task is: Binary Classification. Given a miRNA mature sequence and a target amino acid sequence, predict their likelihood of interaction. (1) The miRNA is mmu-miR-3572-3p with sequence UACACUUGUCCUUCUUUCCCCAG. The protein sequence of the target gene is MALPAFAARALGPPLQPEQGAPARTTCPRRHSRVEAELAASRPGSVAASVRAGPPRGVSLGFNSPPLQDKPPKAFSSLAGALRAPLFALLPRGRRRRMHDLRRRWDLGSLCRALLTRGLAAVGHSLKHVLSAIFSKIFGPLASVGNMDEKSNKLLLALVMLFLFAVIVLQYVCPGTECQLLRLQAFSSPVPDPYRSEDESSARFVPRYNFSRGDLLRKVDFDIKGDDLIVFLHIQKTGGTTFGRHLVRNIQLEQPCECRVGQKKCTCHRPGKRETWLFSRFSTGWSCGLHADWTELTSCV.... Result: 1 (interaction). (2) The miRNA is mmu-miR-292a-3p with sequence AAAGUGCCGCCAGGUUUUGAGUGU. The protein sequence of the target gene is MIHGRSVLHIVASLIILHLSGATKKGTEKQTTSETQKSVQCGTWTKHAEGGIFTSPNYPSKYPPDRECIYIIEAAPRQCIELYFDEKYSIEPSWECKFDHIEVRDGPFGFSPIIGRFCGQQNPPVIKSSGRFLWIKFFADGELESMGFSARYNFTPDPDFKDLGALKPLPACEFEMGGSEGIVESIQIMKEGKATASEAVDCKWYIRAPPRSKIYLRFLDYEMQNSNECKRNFVAVYDGSSSVEDLKAKFCSTVANDVMLRTGLGVIRMWADEGSRNSRFQMLFTSFQEPPCEGNTFFCH.... Result: 0 (no interaction). (3) The miRNA is hsa-miR-3929 with sequence GAGGCUGAUGUGAGUAGACCACU. The protein sequence of the target gene is MKFRAKIVDGACLNHFTRISNMIAKLAKTCTLRISPDKLNFILCDKLANGGVSMWCELEQENFFNEFQMEGVSAENNEIYLELTSENLSRALKTAQNARALKIKLTNKHFPCLTVSVELLSMSSSSRIVTHDIPIKVIPRKLWKDLQEPVVPDPDVSIYLPVLKTMKSVVEKMKNISNHLVIEANLDGELNLKIETELVCVTTHFKDLGNPPLASESTHEDRNVEHMAEVHIDIRKLLQFLAGQQVNPTKALCNIVNNKMVHFDLLHEDVSLQYFIPALS. Result: 1 (interaction). (4) The miRNA is hsa-miR-3924 with sequence AUAUGUAUAUGUGACUGCUACU. The protein sequence of the target gene is MYLVAGDRGLAGCGHLLVSLLGLLLLLARSGTRALVCLPCDESKCEEPRNCPGSIVQGVCGCCYTCASQRNESCGGTFGIYGTCDRGLRCVIRPPLNGDSLTEYEAGVCEDENWTDDQLLGFKPCNENLIAGCNIINGKCECNTIRTCSNPFEFPSQDMCLSALKRIEEEKPDCSKARCEVQFSPRCPEDSVLIEGYAPPGECCPLPSRCVCNPAGCLRKVCQPGNLNILVSKASGKPGECCDLYECKPVFGVDCRTVECPPVQQTACPPDSYETQVRLTADGCCTLPTRCECLSGLCGF.... Result: 1 (interaction).